This data is from Peptide-MHC class I binding affinity with 185,985 pairs from IEDB/IMGT. The task is: Regression. Given a peptide amino acid sequence and an MHC pseudo amino acid sequence, predict their binding affinity value. This is MHC class I binding data. (1) The peptide sequence is FPYEGGKVF. The MHC is HLA-B58:01 with pseudo-sequence HLA-B58:01. The binding affinity (normalized) is 0.0847. (2) The peptide sequence is WMACNSAAF. The MHC is HLA-B46:01 with pseudo-sequence HLA-B46:01. The binding affinity (normalized) is 0.566. (3) The peptide sequence is NIAEYIAGLK. The MHC is HLA-A68:01 with pseudo-sequence HLA-A68:01. The binding affinity (normalized) is 0.753. (4) The binding affinity (normalized) is 0. The MHC is HLA-A02:01 with pseudo-sequence HLA-A02:01. The peptide sequence is RGFPRCRYV. (5) The peptide sequence is GPATAQMAL. The MHC is HLA-A24:02 with pseudo-sequence HLA-A24:02. The binding affinity (normalized) is 0.0847. (6) The MHC is HLA-B58:01 with pseudo-sequence HLA-B58:01. The binding affinity (normalized) is 0.0847. The peptide sequence is SLNLAKEAV. (7) The peptide sequence is YFAIAENESK. The MHC is Mamu-B6601 with pseudo-sequence Mamu-B6601. The binding affinity (normalized) is 1.00.